Task: Predict the reactants needed to synthesize the given product.. Dataset: Full USPTO retrosynthesis dataset with 1.9M reactions from patents (1976-2016) (1) Given the product [CH:54]1([O:50][C:22]2[CH:23]=[C:24]([C:26]3([O:44][C@H:43]([CH2:45][O:46][C:47](=[O:49])[CH3:48])[C@@H:38]([O:39][C:40](=[O:42])[CH3:41])[C@H:33]([O:34][C:35](=[O:37])[CH3:36])[C@H:28]3[O:29][C:30](=[O:32])[CH3:31])[OH:27])[CH:25]=[C:20]([CH2:19][C:18]3[CH:17]=[CH:16][C:15]([CH2:13][CH3:14])=[CH:53][CH:52]=3)[C:21]=2[CH3:51])[CH2:57][CH2:56][CH2:55]1, predict the reactants needed to synthesize it. The reactants are: N(C(OCC)=O)=NC(OCC)=O.[CH2:13]([C:15]1[CH:53]=[CH:52][C:18]([CH2:19][C:20]2[C:21]([CH3:51])=[C:22]([OH:50])[CH:23]=[C:24]([C:26]3([O:44][C@H:43]([CH2:45][O:46][C:47](=[O:49])[CH3:48])[C@@H:38]([O:39][C:40](=[O:42])[CH3:41])[C@H:33]([O:34][C:35](=[O:37])[CH3:36])[C@H:28]3[O:29][C:30](=[O:32])[CH3:31])[OH:27])[CH:25]=2)=[CH:17][CH:16]=1)[CH3:14].[CH:54]1(O)[CH2:57][CH2:56][CH2:55]1.C1(P(C2C=CC=CC=2)C2C=CC=CC=2)C=CC=CC=1. (2) Given the product [C:33]([O:32][C:27]1[C:26]([CH3:36])=[C:25]([CH:30]=[C:29]([CH3:31])[CH:28]=1)[C:23]([NH:8][C@@H:9]([CH2:15][C:16]1[CH:21]=[CH:20][CH:19]=[CH:18][CH:17]=1)[C@H:10]([OH:14])[C:11]([OH:13])=[O:12])=[O:24])(=[O:35])[CH3:34], predict the reactants needed to synthesize it. The reactants are: CCN(CC)CC.[NH2:8][C@@H:9]([CH2:15][C:16]1[CH:21]=[CH:20][CH:19]=[CH:18][CH:17]=1)[C@H:10]([OH:14])[C:11]([OH:13])=[O:12].Cl[C:23]([C:25]1[C:26]([CH3:36])=[C:27]([O:32][C:33](=[O:35])[CH3:34])[CH:28]=[C:29]([CH3:31])[CH:30]=1)=[O:24].Cl. (3) Given the product [CH2:27]([O:29][C:30](=[O:50])[CH2:31][C:32]1([C:35]2[CH:40]=[CH:39][C:38]([C:2]3[CH:7]=[CH:6][C:5]([C:8]4[O:12][N:11]=[C:10]([CH3:13])[C:9]=4[NH:14][CH:15]([CH3:26])[CH2:16][CH2:17][C:18]4[CH:23]=[CH:22][C:21]([O:24][CH3:25])=[CH:20][CH:19]=4)=[CH:4][CH:3]=3)=[CH:37][CH:36]=2)[CH2:34][CH2:33]1)[CH3:28], predict the reactants needed to synthesize it. The reactants are: Br[C:2]1[CH:7]=[CH:6][C:5]([C:8]2[O:12][N:11]=[C:10]([CH3:13])[C:9]=2[NH:14][CH:15]([CH3:26])[CH2:16][CH2:17][C:18]2[CH:23]=[CH:22][C:21]([O:24][CH3:25])=[CH:20][CH:19]=2)=[CH:4][CH:3]=1.[CH2:27]([O:29][C:30](=[O:50])[CH2:31][C:32]1([C:35]2[CH:40]=[CH:39][C:38](B3OC(C)(C)C(C)(C)O3)=[CH:37][CH:36]=2)[CH2:34][CH2:33]1)[CH3:28]. (4) The reactants are: Cl[CH2:2][C:3]1[CH:8]=[CH:7][CH:6]=[C:5]([F:9])[CH:4]=1.[C:10]([O:14][C:15](=[O:28])[NH:16][CH2:17][CH2:18][C:19]1[CH:24]=[CH:23][C:22]([OH:25])=[C:21]([O:26][CH3:27])[CH:20]=1)([CH3:13])([CH3:12])[CH3:11].C([O-])([O-])=O.[K+].[K+].[I-].[K+]. Given the product [C:10]([O:14][C:15](=[O:28])[NH:16][CH2:17][CH2:18][C:19]1[CH:24]=[CH:23][C:22]([O:25][CH2:2][C:3]2[CH:8]=[CH:7][CH:6]=[C:5]([F:9])[CH:4]=2)=[C:21]([O:26][CH3:27])[CH:20]=1)([CH3:12])([CH3:13])[CH3:11], predict the reactants needed to synthesize it. (5) Given the product [C:1]([O:5][C:6]([N:8]1[CH2:13][CH2:12][CH:11]([C:14]2[CH:19]=[CH:18][C:17]([NH2:20])=[C:16]([C:25]3[CH2:26][CH2:27][S:22][CH2:23][CH:24]=3)[CH:15]=2)[CH2:10][CH2:9]1)=[O:7])([CH3:4])([CH3:3])[CH3:2], predict the reactants needed to synthesize it. The reactants are: [C:1]([O:5][C:6]([N:8]1[CH2:13][CH2:12][CH:11]([C:14]2[CH:19]=[CH:18][C:17]([NH2:20])=[C:16](Br)[CH:15]=2)[CH2:10][CH2:9]1)=[O:7])([CH3:4])([CH3:3])[CH3:2].[S:22]1[CH2:27][CH:26]=[C:25](B2OCC(C)(C)CO2)[CH2:24][CH2:23]1.C([O-])([O-])=O.[Na+].[Na+].CCOC(C)=O. (6) Given the product [CH3:15][O:14][C:12](=[O:13])[CH2:11][CH2:10][C:6]1[CH:7]=[CH:8][CH:9]=[C:4]([CH2:3][C:2](=[O:1])[CH3:16])[CH:5]=1, predict the reactants needed to synthesize it. The reactants are: [O:1]=[C:2]([CH3:16])[CH2:3][C:4]1[CH:5]=[C:6](/[CH:10]=[CH:11]/[C:12]([O:14][CH3:15])=[O:13])[CH:7]=[CH:8][CH:9]=1. (7) Given the product [F:18][C:12]1[CH:13]=[C:14]([F:17])[CH:15]=[CH:16][C:11]=1[C:9]1[N:10]=[C:3]2[C:2]([CH3:19])=[N:7][CH:6]=[CH:5][N:4]2[CH:8]=1, predict the reactants needed to synthesize it. The reactants are: Cl[C:2]1[C:3]2[N:4]([CH:8]=[C:9]([C:11]3[CH:16]=[CH:15][C:14]([F:17])=[CH:13][C:12]=3[F:18])[N:10]=2)[CH:5]=[CH:6][N:7]=1.[CH2:19]1COCC1.CN1C(=O)CCC1.C[Mg+].[Br-].